Task: Predict the reactants needed to synthesize the given product.. Dataset: Full USPTO retrosynthesis dataset with 1.9M reactions from patents (1976-2016) (1) Given the product [CH:1]1([CH2:4][S:5]([C:8]2[CH:9]=[C:10]([C:14]3[N:22]4[C:17]([CH:18]=[N:19][C:20]([NH:35][C:32]5[CH:33]=[C:34]6[C:29]([CH:28]=[N:27][N:26]6[CH3:25])=[CH:30][CH:31]=5)=[N:21]4)=[CH:16][CH:15]=3)[CH:11]=[CH:12][CH:13]=2)(=[O:7])=[O:6])[CH2:3][CH2:2]1, predict the reactants needed to synthesize it. The reactants are: [CH:1]1([CH2:4][S:5]([C:8]2[CH:9]=[C:10]([C:14]3[N:22]4[C:17]([CH:18]=[N:19][C:20](SC)=[N:21]4)=[CH:16][CH:15]=3)[CH:11]=[CH:12][CH:13]=2)(=[O:7])=[O:6])[CH2:3][CH2:2]1.[CH3:25][N:26]1[C:34]2[C:29](=[CH:30][CH:31]=[C:32]([NH2:35])[CH:33]=2)[CH:28]=[N:27]1. (2) Given the product [Cl:1][C:2]1[CH:3]=[CH:4][C:5]([N:8]2[C:12]([O:13][CH3:33])=[N:11][N:10]=[C:9]2[C:14]2[N:18]3[CH:19]=[CH:20][CH:21]=[CH:22][C:17]3=[N:16][C:15]=2[C:23]2[CH:28]=[C:27]([Cl:29])[CH:26]=[CH:25][C:24]=2[Cl:30])=[CH:6][CH:7]=1, predict the reactants needed to synthesize it. The reactants are: [Cl:1][C:2]1[CH:7]=[CH:6][C:5]([N:8]2[C:12](=[O:13])[NH:11][N:10]=[C:9]2[C:14]2[N:18]3[CH:19]=[CH:20][CH:21]=[CH:22][C:17]3=[N:16][C:15]=2[C:23]2[CH:28]=[C:27]([Cl:29])[CH:26]=[CH:25][C:24]=2[Cl:30])=[CH:4][CH:3]=1.[H-].[Na+].[CH3:33]I. (3) Given the product [CH3:1][O:2][C:3]1[CH:12]=[C:11]2[C:6]([C:7]([C:19]3[CH:24]=[CH:23][CH:22]=[CH:21][CH:20]=3)=[C:8]([C:15]([OH:17])=[O:16])[N:9]([CH3:14])[C:10]2=[O:13])=[CH:5][CH:4]=1, predict the reactants needed to synthesize it. The reactants are: [CH3:1][O:2][C:3]1[CH:12]=[C:11]2[C:6]([C:7]([C:19]3[CH:24]=[CH:23][CH:22]=[CH:21][CH:20]=3)=[C:8]([C:15]([O:17]C)=[O:16])[N:9]([CH3:14])[C:10]2=[O:13])=[CH:5][CH:4]=1.[OH-].[K+].Cl. (4) Given the product [CH2:10]([N:2]([CH2:10][C:11]1[CH:16]=[CH:15][CH:14]=[CH:13][CH:12]=1)[CH2:3][CH2:4][CH2:5][C:6]([O:8][CH3:9])=[O:7])[C:11]1[CH:16]=[CH:15][CH:14]=[CH:13][CH:12]=1, predict the reactants needed to synthesize it. The reactants are: Cl.[NH2:2][CH2:3][CH2:4][CH2:5][C:6]([O:8][CH3:9])=[O:7].[CH2:10](Br)[C:11]1[CH:16]=[CH:15][CH:14]=[CH:13][CH:12]=1.C([O-])([O-])=O.[K+].[K+]. (5) Given the product [CH3:17][C:16]1[C:15]([CH2:18][CH2:19][CH2:20][N:21]2[CH2:22][CH2:23][O:24][CH2:25][CH2:26]2)=[C:14]([CH3:27])[NH:13][C:12]=1[CH:11]=[C:10]1[C:3]2[C:2]([NH:34][C:33]3[CH:35]=[CH:36][CH:37]=[C:31]([C:29]#[CH:30])[CH:32]=3)=[N:7][CH:6]=[N:5][C:4]=2[NH:8][C:9]1=[O:28], predict the reactants needed to synthesize it. The reactants are: Cl[C:2]1[C:3]2[C:10](=[CH:11][C:12]3[NH:13][C:14]([CH3:27])=[C:15]([CH2:18][CH2:19][CH2:20][N:21]4[CH2:26][CH2:25][O:24][CH2:23][CH2:22]4)[C:16]=3[CH3:17])[C:9](=[O:28])[NH:8][C:4]=2[N:5]=[CH:6][N:7]=1.[C:29]([C:31]1[CH:32]=[C:33]([CH:35]=[CH:36][CH:37]=1)[NH2:34])#[CH:30].Cl.